From a dataset of Full USPTO retrosynthesis dataset with 1.9M reactions from patents (1976-2016). Predict the reactants needed to synthesize the given product. (1) The reactants are: [CH3:1][O:2][C:3](=[O:34])[CH2:4][C:5]1([C:14]2[CH:19]=[CH:18][C:17]([NH:20]C(C3C=CC=CC=3)C3C=CC=CC=3)=[CH:16][CH:15]=2)[C:13]2[C:8](=[CH:9][CH:10]=[CH:11][CH:12]=2)[CH2:7][CH2:6]1.FC(F)(F)C(O)=O. Given the product [CH3:1][O:2][C:3](=[O:34])[CH2:4][C:5]1([C:14]2[CH:15]=[CH:16][C:17]([NH2:20])=[CH:18][CH:19]=2)[C:13]2[C:8](=[CH:9][CH:10]=[CH:11][CH:12]=2)[CH2:7][CH2:6]1, predict the reactants needed to synthesize it. (2) Given the product [CH:1]1[C:10]2[C:5](=[CH:6][CH:7]=[CH:8][CH:9]=2)[CH:4]=[CH:3][C:2]=1[C:11]1[N:12]=[C:13]([NH:16][C:17]([C:19]2([C:22]([OH:24])=[O:23])[CH2:20][CH2:21]2)=[O:18])[S:14][CH:15]=1, predict the reactants needed to synthesize it. The reactants are: [CH:1]1[C:10]2[C:5](=[CH:6][CH:7]=[CH:8][CH:9]=2)[CH:4]=[CH:3][C:2]=1[C:11]1[N:12]=[C:13]([NH:16][C:17]([C:19]2([C:22]([O:24]CC)=[O:23])[CH2:21][CH2:20]2)=[O:18])[S:14][CH:15]=1.[OH-].[Li+]. (3) Given the product [C:1]([C:5]1[CH:10]=[C:9]([NH:11][C:12]([NH:27][C:28]2[C:37]3[C:32](=[CH:33][CH:34]=[CH:35][CH:36]=3)[C:31]([O:38][C:39]3[CH:44]=[CH:43][N:42]=[C:41]([NH:45][C:46]4[CH:47]=[C:48]([C:49](=[O:50])[NH:51][C@H:52]([CH3:60])[CH2:53][N:54]5[CH2:59][CH2:58][O:57][CH2:56][CH2:55]5)[CH:61]=[C:62]([C:64]#[CH:65])[CH:63]=4)[N:40]=3)=[CH:30][CH:29]=2)=[O:20])[C:8]([O:21][CH3:22])=[C:7]([CH:6]=1)[C:23]([NH:24][CH3:25])=[O:26])([CH3:2])([CH3:3])[CH3:4], predict the reactants needed to synthesize it. The reactants are: [C:1]([C:5]1[CH:6]=[C:7]([C:23](=[O:26])[NH:24][CH3:25])[C:8]([O:21][CH3:22])=[C:9]([NH:11][C:12](=[O:20])OC2C=CC=CC=2)[CH:10]=1)([CH3:4])([CH3:3])[CH3:2].[NH2:27][C:28]1[C:37]2[C:32](=[CH:33][CH:34]=[CH:35][CH:36]=2)[C:31]([O:38][C:39]2[CH:44]=[CH:43][N:42]=[C:41]([NH:45][C:46]3[CH:47]=[C:48]([CH:61]=[C:62]([C:64]#[CH:65])[CH:63]=3)[C:49]([NH:51][C@H:52]([CH3:60])[CH2:53][N:54]3[CH2:59][CH2:58][O:57][CH2:56][CH2:55]3)=[O:50])[N:40]=2)=[CH:30][CH:29]=1.C(N(CC)CC)C.